From a dataset of Full USPTO retrosynthesis dataset with 1.9M reactions from patents (1976-2016). Predict the reactants needed to synthesize the given product. Given the product [CH:9]([CH:10]([NH:32][C:33](=[O:39])[O:34][C:35]([CH3:36])([CH3:38])[CH3:37])[CH2:11][CH:12]([CH2:16][C:17]1[CH:18]=[C:19]2[C:23](=[CH:24][CH:25]=1)[N:22]([CH3:26])[CH:21]=[C:20]2[CH2:27][CH2:28][CH2:29][O:30][CH3:31])[CH:13]([CH3:14])[CH3:15])=[O:8], predict the reactants needed to synthesize it. The reactants are: C(N(CC)CC)C.[OH:8][CH2:9][CH:10]([NH:32][C:33](=[O:39])[O:34][C:35]([CH3:38])([CH3:37])[CH3:36])[CH2:11][CH:12]([CH2:16][C:17]1[CH:18]=[C:19]2[C:23](=[CH:24][CH:25]=1)[N:22]([CH3:26])[CH:21]=[C:20]2[CH2:27][CH2:28][CH2:29][O:30][CH3:31])[CH:13]([CH3:15])[CH3:14].